Task: Regression. Given a peptide amino acid sequence and an MHC pseudo amino acid sequence, predict their binding affinity value. This is MHC class I binding data.. Dataset: Peptide-MHC class I binding affinity with 185,985 pairs from IEDB/IMGT The binding affinity (normalized) is 0. The MHC is HLA-A23:01 with pseudo-sequence HLA-A23:01. The peptide sequence is IVTDSQYAL.